Dataset: Forward reaction prediction with 1.9M reactions from USPTO patents (1976-2016). Task: Predict the product of the given reaction. (1) Given the reactants [OH:1][CH:2]1[CH:7]([C:8]2[CH:13]=[CH:12][C:11]([OH:14])=[CH:10][CH:9]=2)[CH2:6][CH2:5][N:4]([C:15]([O:17][C:18]([CH3:21])([CH3:20])[CH3:19])=[O:16])[CH2:3]1.Br[CH2:23][CH2:24][CH2:25][O:26][C:27]1[CH:32]=[CH:31][CH:30]=[C:29]([Cl:33])[CH:28]=1, predict the reaction product. The product is: [Cl:33][C:29]1[CH:28]=[C:27]([CH:32]=[CH:31][CH:30]=1)[O:26][CH2:25][CH2:24][CH2:23][O:14][C:11]1[CH:10]=[CH:9][C:8]([CH:7]2[CH2:6][CH2:5][N:4]([C:15]([O:17][C:18]([CH3:21])([CH3:20])[CH3:19])=[O:16])[CH2:3][CH:2]2[OH:1])=[CH:13][CH:12]=1. (2) The product is: [OH:34][CH2:33][CH2:32][CH2:31][N:6]1[CH2:11][CH2:10][CH:9]([CH2:12][CH2:13][CH2:14][O:15][C:16]2[CH:17]=[CH:18][C:19]([C:20]#[N:21])=[CH:22][CH:23]=2)[CH2:8][CH2:7]1. Given the reactants CN(C)C=O.[NH:6]1[CH2:11][CH2:10][CH:9]([CH2:12][CH2:13][CH2:14][O:15][C:16]2[CH:23]=[CH:22][C:19]([C:20]#[N:21])=[CH:18][CH:17]=2)[CH2:8][CH2:7]1.C(=O)([O-])[O-].[K+].[K+].Br[CH2:31][CH2:32][CH2:33][OH:34], predict the reaction product. (3) Given the reactants [C:1]([O:5][C:6]([N:8]1[C:19]2[C:11](=[C:12]3[C:16](=[CH:17][CH:18]=2)[NH:15][CH:14]([C:20]([OH:22])=[O:21])[CH2:13]3)[CH:10]=[CH:9]1)=[O:7])([CH3:4])([CH3:3])[CH3:2].N(C(OCC)=O)=NC(OCC)=O.C1(P(C2C=CC=CC=2)C2C=CC=CC=2)C=CC=CC=1.[N+:54]([C:57]1[CH:62]=[CH:61][C:60]([CH2:63][CH2:64]O)=[CH:59][CH:58]=1)([O-:56])=[O:55], predict the reaction product. The product is: [N+:54]([C:57]1[CH:62]=[CH:61][C:60]([CH2:63][CH2:64][O:21][C:20]([CH:14]2[CH2:13][C:12]3[C:16](=[CH:17][CH:18]=[C:19]4[N:8]([C:6]([O:5][C:1]([CH3:4])([CH3:2])[CH3:3])=[O:7])[CH:9]=[CH:10][C:11]4=3)[NH:15]2)=[O:22])=[CH:59][CH:58]=1)([O-:56])=[O:55]. (4) The product is: [F:21][C:5]1[C:4]2[C:8](=[CH:9][CH:10]=[C:2]([F:1])[CH:3]=2)[NH:7][C:6]=1[C:11]1[N:15]=[C:14]([CH3:16])[O:13][N:12]=1. Given the reactants [F:1][C:2]1[CH:3]=[C:4]2[C:8](=[CH:9][CH:10]=1)[NH:7][C:6]([C:11]1[N:15]=[C:14]([CH3:16])[O:13][N:12]=1)=[CH:5]2.C(#N)C.[B-](F)(F)(F)[F:21].[B-](F)(F)(F)F.C1[N+]2(CCl)CC[N+](F)(CC2)C1, predict the reaction product. (5) Given the reactants [N:1]1([CH2:6][C:7]2[CH:8]=[C:9]([C:19](=[O:36])[CH2:20][C:21]([C:23]3[N:24](COCC[Si](C)(C)C)[CH:25]=[CH:26][N:27]=3)=[O:22])[CH:10]=[C:11]([CH2:13][N:14]3[CH:18]=[CH:17][CH:16]=[N:15]3)[CH:12]=2)[CH:5]=[CH:4][CH:3]=[N:2]1, predict the reaction product. The product is: [N:1]1([CH2:6][C:7]2[CH:8]=[C:9]([C:19](=[O:36])[CH2:20][C:21]([C:23]3[NH:24][CH:25]=[CH:26][N:27]=3)=[O:22])[CH:10]=[C:11]([CH2:13][N:14]3[CH:18]=[CH:17][CH:16]=[N:15]3)[CH:12]=2)[CH:5]=[CH:4][CH:3]=[N:2]1.